Dataset: Catalyst prediction with 721,799 reactions and 888 catalyst types from USPTO. Task: Predict which catalyst facilitates the given reaction. (1) The catalyst class is: 12. Product: [CH2:24]([O:23][C:21](=[O:22])[C:17]1[CH:18]=[C:19]([Cl:20])[C:14]([N:11]2[CH2:12][CH2:13][NH:8][CH2:9][CH2:10]2)=[N:15][CH:16]=1)[CH3:25]. Reactant: C(OC([N:8]1[CH2:13][CH2:12][N:11]([C:14]2[C:19]([Cl:20])=[CH:18][C:17]([C:21]([O:23][CH2:24][CH3:25])=[O:22])=[CH:16][N:15]=2)[CH2:10][CH2:9]1)=O)(C)(C)C.Cl.O1CCOCC1. (2) Reactant: P(Cl)(Cl)(OC1C=CC=CC=1)=O.[CH3:12][O:13][C:14]1[CH:22]=[CH:21][C:17]([C:18](O)=[O:19])=[CH:16][C:15]=1[N:23]1[CH2:28][CH2:27][N:26]([CH3:29])[CH2:25][CH2:24]1.[N-:30]=[N+:31]=[N-:32].[Na+]. Product: [CH3:12][O:13][C:14]1[CH:22]=[CH:21][C:17]([C:18]([N:30]=[N+:31]=[N-:32])=[O:19])=[CH:16][C:15]=1[N:23]1[CH2:28][CH2:27][N:26]([CH3:29])[CH2:25][CH2:24]1. The catalyst class is: 272.